From a dataset of Forward reaction prediction with 1.9M reactions from USPTO patents (1976-2016). Predict the product of the given reaction. (1) Given the reactants [F:1][C:2]1[C:7]([NH2:8])=[CH:6][CH:5]=[C:4]([F:9])[C:3]=1[NH:10][C:11]1[C:16]([C:17]2[N:25]=[CH:24][N:23]=[C:22]3[C:18]=2[N:19]=[CH:20][N:21]3[CH:26]2[CH2:31][CH2:30][CH2:29][CH2:28][O:27]2)=[CH:15][CH:14]=[CH:13][N:12]=1.[F:32][C:33]([F:45])([F:44])[C:34]1[CH:39]=[CH:38][C:37]([S:40](Cl)(=[O:42])=[O:41])=[CH:36][CH:35]=1.N1C=CC=CC=1, predict the reaction product. The product is: [F:1][C:2]1[C:3]([NH:10][C:11]2[C:16]([C:17]3[N:25]=[CH:24][N:23]=[C:22]4[C:18]=3[N:19]=[CH:20][N:21]4[CH:26]3[CH2:31][CH2:30][CH2:29][CH2:28][O:27]3)=[CH:15][CH:14]=[CH:13][N:12]=2)=[C:4]([F:9])[CH:5]=[CH:6][C:7]=1[NH:8][S:40]([C:37]1[CH:36]=[CH:35][C:34]([C:33]([F:32])([F:44])[F:45])=[CH:39][CH:38]=1)(=[O:42])=[O:41]. (2) Given the reactants [F:1][C:2]([F:18])([F:17])[C:3]1[C:11]2[CH2:10][CH2:9][CH:8]3[CH2:12][CH:7]3[C:6]=2[N:5]([CH2:13][C:14](O)=[O:15])[N:4]=1.Cl.[NH:20]1[C:24]2=[N:25][CH:26]=[C:27]([C:29]3[C:30]([C@@H:35]([NH2:45])[CH2:36][C:37]4[CH:42]=[C:41]([F:43])[CH:40]=[C:39]([F:44])[CH:38]=4)=[N:31][CH:32]=[CH:33][CH:34]=3)[CH:28]=[C:23]2[CH:22]=[CH:21]1, predict the reaction product. The product is: [NH:20]1[C:24]2=[N:25][CH:26]=[C:27]([C:29]3[C:30]([C@@H:35]([NH:45][C:14](=[O:15])[CH2:13][N:5]4[C:6]5[CH:7]6[CH2:12][CH:8]6[CH2:9][CH2:10][C:11]=5[C:3]([C:2]([F:18])([F:1])[F:17])=[N:4]4)[CH2:36][C:37]4[CH:42]=[C:41]([F:43])[CH:40]=[C:39]([F:44])[CH:38]=4)=[N:31][CH:32]=[CH:33][CH:34]=3)[CH:28]=[C:23]2[CH:22]=[CH:21]1. (3) Given the reactants [CH3:1][C:2]1([CH3:16])[O:7][B:6]([OH:8])[C:5]2[CH:9]=[C:10]([N+:13]([O-])=O)[CH:11]=[CH:12][C:4]=2[CH2:3]1.C(N(CC)CC)C.[F:24][C:25]1[CH:33]=[CH:32][C:28]([C:29](Cl)=[O:30])=[C:27]([C:34]([F:37])([F:36])[F:35])[CH:26]=1, predict the reaction product. The product is: [F:24][C:25]1[CH:33]=[CH:32][C:28]([C:29]([NH:13][C:10]2[CH:11]=[CH:12][C:4]3[CH2:3][C:2]([CH3:16])([CH3:1])[O:7][B:6]([OH:8])[C:5]=3[CH:9]=2)=[O:30])=[C:27]([C:34]([F:35])([F:36])[F:37])[CH:26]=1. (4) Given the reactants [CH3:1][S:2]([C:5]1[CH:13]=[CH:12][C:8]([C:9]([OH:11])=O)=[CH:7][CH:6]=1)(=[O:4])=[O:3].C1N=CN(C(N2C=NC=C2)=O)C=1.CS(O)(=O)=O.[NH2:31][CH2:32][C:33]1[CH:34]=[C:35]2[C:39](=[CH:40][CH:41]=1)[C:38](=[O:42])[N:37]([CH:43]1[CH2:48][CH2:47][C:46](=[O:49])[NH:45][C:44]1=[O:50])[CH2:36]2, predict the reaction product. The product is: [O:50]=[C:44]1[CH:43]([N:37]2[CH2:36][C:35]3[C:39](=[CH:40][CH:41]=[C:33]([CH2:32][NH:31][C:9](=[O:11])[C:8]4[CH:7]=[CH:6][C:5]([S:2]([CH3:1])(=[O:3])=[O:4])=[CH:13][CH:12]=4)[CH:34]=3)[C:38]2=[O:42])[CH2:48][CH2:47][C:46](=[O:49])[NH:45]1. (5) Given the reactants C(N(CC)CC)C.Cl[C:9]1[C:14]([C:15]([O:17]CC)=O)=[CH:13][N:12]=[C:11]([S:20][CH3:21])[N:10]=1.[C:22]1([NH:28][NH2:29])[CH:27]=[CH:26][CH:25]=[CH:24][CH:23]=1, predict the reaction product. The product is: [CH3:21][S:20][C:11]1[N:10]=[C:9]2[N:28]([C:22]3[CH:27]=[CH:26][CH:25]=[CH:24][CH:23]=3)[NH:29][C:15](=[O:17])[C:14]2=[CH:13][N:12]=1. (6) Given the reactants CS(C)=O.[Cl-].[CH3:6][C:7]1[N:12]2[N:13]=[C:14]([CH2:16][OH:17])[N:15]=[C:11]2[N:10]=[C:9]2[CH2:18][CH2:19][CH2:20][C:8]=12.C(N(CC)CC)C, predict the reaction product. The product is: [CH3:6][C:7]1[N:12]2[N:13]=[C:14]([CH:16]=[O:17])[N:15]=[C:11]2[N:10]=[C:9]2[CH2:18][CH2:19][CH2:20][C:8]=12.